Dataset: Forward reaction prediction with 1.9M reactions from USPTO patents (1976-2016). Task: Predict the product of the given reaction. (1) The product is: [CH3:2][NH:3][C:6]([CH:8]1[CH2:12][C:11]2[CH:13]=[C:14]([NH:17][C:18]3[N:23]=[C:22]([NH:24][C:25]4[CH:30]=[CH:29][CH:28]=[C:27]([O:31][C:32]([F:34])([F:35])[F:33])[CH:26]=4)[C:21]([F:36])=[CH:20][N:19]=3)[CH:15]=[CH:16][C:10]=2[O:9]1)=[O:5]. Given the reactants Cl.[CH3:2][NH2:3].C[O:5][C:6]([CH:8]1[CH2:12][C:11]2[CH:13]=[C:14]([NH:17][C:18]3[N:23]=[C:22]([NH:24][C:25]4[CH:30]=[CH:29][CH:28]=[C:27]([O:31][C:32]([F:35])([F:34])[F:33])[CH:26]=4)[C:21]([F:36])=[CH:20][N:19]=3)[CH:15]=[CH:16][C:10]=2[O:9]1)=O, predict the reaction product. (2) Given the reactants [CH2:1]([O:8][C:9]1[CH:10]=C(C([O-])=O)C=[CH:13][C:14]=1[CH2:15][C:16]1[CH:21]=[CH:20][C:19]([O:22][CH3:23])=[CH:18][CH:17]=1)[C:2]1[CH:7]=[CH:6][CH:5]=[CH:4][CH:3]=1.C([N:29]([CH2:32][CH3:33])[CH2:30]C)C.[N-]=[N+]=[N-].C1([O:43]P([O-])(OC2C=CC=CC=2)=O)C=CC=CC=1.[CH2:54]([OH:61])[C:55]1[CH:60]=[CH:59][CH:58]=[CH:57][CH:56]=1, predict the reaction product. The product is: [CH2:1]([O:8][C:9]1[CH:10]=[C:32]([NH:29][C:30](=[O:43])[O:61][CH2:54][C:55]2[CH:60]=[CH:59][CH:58]=[CH:57][CH:56]=2)[CH:33]=[CH:13][C:14]=1[CH2:15][C:16]1[CH:17]=[CH:18][C:19]([O:22][CH3:23])=[CH:20][CH:21]=1)[C:2]1[CH:3]=[CH:4][CH:5]=[CH:6][CH:7]=1. (3) Given the reactants [OH:1][C:2]1[CH:9]=[C:8]([N+]([O-])=O)[CH:7]=[CH:6][C:3]=1[C:4]#[N:5].C(=O)([O-])[O-].[K+].[K+].[CH2:19](Br)[C:20]1[CH:25]=[CH:24][CH:23]=[CH:22][CH:21]=1, predict the reaction product. The product is: [CH2:19]([O:1][C:2]1[CH:9]=[CH:8][CH:7]=[CH:6][C:3]=1[C:4]#[N:5])[C:20]1[CH:25]=[CH:24][CH:23]=[CH:22][CH:21]=1. (4) Given the reactants [CH2:1]([SH:7])[CH2:2][CH2:3][CH2:4][CH2:5][CH3:6].[H-].[Na+].CCO[C:13]([CH3:15])=[O:14].[CH3:16][CH2:17][CH2:18]CCC.C[N:23](C=O)C, predict the reaction product. The product is: [CH2:1]([S:7][CH2:16][CH:17]1[NH:23][C:13](=[O:14])[CH2:15][CH2:18]1)[CH2:2][CH2:3][CH2:4][CH2:5][CH3:6]. (5) Given the reactants [N:1]([C@@H:4]1[CH2:13][CH2:12]C[C:10]2[CH:9]=[C:8]([CH2:14][N:15]3[CH2:20][CH2:19][CH2:18][CH2:17][CH2:16]3)[CH:7]=[CH:6][C:5]1=2)=[N+:2]=[N-:3].N([C@H]1C2C(=CC(C=O)=CC=2)[O:27]CC1)=[N+]=[N-], predict the reaction product. The product is: [N:1]([C@H:4]1[C:5]2[C:10](=[CH:9][C:8]([CH2:14][NH:15][CH:20]3[CH2:19][CH2:18][CH2:17][CH2:16]3)=[CH:7][CH:6]=2)[O:27][CH2:12][CH2:13]1)=[N+:2]=[N-:3]. (6) Given the reactants C(OC([NH:8][C@H:9]1[CH2:14][CH2:13][C@@H:12]([CH2:15][NH:16][C:17](=[O:22])[C:18]([F:21])([F:20])[F:19])[CH2:11][CH2:10]1)=O)(C)(C)C.FC(F)(F)C(O)=O.C(=O)([O-])O.[Na+], predict the reaction product. The product is: [F:19][C:18]([F:20])([F:21])[C:17]([NH:16][CH2:15][C@@H:12]1[CH2:13][CH2:14][C@H:9]([NH2:8])[CH2:10][CH2:11]1)=[O:22].